This data is from Full USPTO retrosynthesis dataset with 1.9M reactions from patents (1976-2016). The task is: Predict the reactants needed to synthesize the given product. Given the product [CH3:17][O:16][C:9]1[C:8]([C:6]2[N:19]([CH3:18])[N:2]=[CH:4][N:5]=2)=[C:13]([O:14][CH3:15])[N:12]=[CH:11][N:10]=1, predict the reactants needed to synthesize it. The reactants are: C[N:2]([CH:4]=[N:5][C:6]([C:8]1[C:9]([O:16][CH3:17])=[N:10][CH:11]=[N:12][C:13]=1[O:14][CH3:15])=O)C.[CH3:18][NH:19]N.